This data is from Peptide-MHC class I binding affinity with 185,985 pairs from IEDB/IMGT. The task is: Regression. Given a peptide amino acid sequence and an MHC pseudo amino acid sequence, predict their binding affinity value. This is MHC class I binding data. (1) The peptide sequence is RVITAPPYY. The MHC is HLA-A29:02 with pseudo-sequence HLA-A29:02. The binding affinity (normalized) is 0.808. (2) The peptide sequence is GFPRCRYVH. The binding affinity (normalized) is 0.343. The MHC is HLA-A24:02 with pseudo-sequence HLA-A24:02. (3) The peptide sequence is TGIAIIAYI. The MHC is HLA-B15:01 with pseudo-sequence HLA-B15:01. The binding affinity (normalized) is 0.0847. (4) The peptide sequence is ETPDRLTDQIK. The binding affinity (normalized) is 0. The MHC is H-2-Kb with pseudo-sequence H-2-Kb. (5) The peptide sequence is DVDIPTFNSL. The MHC is HLA-A02:01 with pseudo-sequence HLA-A02:01. The binding affinity (normalized) is 0.0936.